This data is from Catalyst prediction with 721,799 reactions and 888 catalyst types from USPTO. The task is: Predict which catalyst facilitates the given reaction. (1) Reactant: O[C:2]1[C:3](=[O:15])[NH:4][C:5](=[O:14])[C:6]=1[C:7]1[CH:12]=[CH:11][C:10]([OH:13])=[CH:9][CH:8]=1.[CH3:16][C:17]1[CH:23]=[CH:22][C:20]([NH2:21])=[CH:19][CH:18]=1. Product: [CH3:16][C:17]1[CH:23]=[CH:22][C:20]([NH:21][C:2]2[C:3](=[O:15])[NH:4][C:5](=[O:14])[C:6]=2[C:7]2[CH:12]=[CH:11][C:10]([OH:13])=[CH:9][CH:8]=2)=[CH:19][CH:18]=1. The catalyst class is: 435. (2) Reactant: C(N(CC)CC)C.C(O)=O.[C:11]([C:13]1[CH:18]=[CH:17][C:16]([CH2:19][CH2:20][C:21]([CH2:34][C:35]2[CH:40]=[CH:39][C:38]([C:41]([O:43][CH3:44])=[O:42])=[CH:37][CH:36]=2)(C(OCC=C)=O)[C:22]([O:24]CC=C)=[O:23])=[CH:15][CH:14]=1)#[N:12].C1(P(C2C=CC=CC=2)C2C=CC=CC=2)C=CC=CC=1. Product: [C:22]([CH:21]([CH2:20][CH2:19][C:16]1[CH:15]=[CH:14][C:13]([C:11]#[N:12])=[CH:18][CH:17]=1)[CH2:34][C:35]1[CH:40]=[CH:39][C:38]([C:41]([O:43][CH3:44])=[O:42])=[CH:37][CH:36]=1)([OH:24])=[O:23]. The catalyst class is: 160. (3) Reactant: [C:1](OC(=O)C)(=[O:3])C.[CH3:8][O:9][C:10]([C:12]1[S:13][CH:14]=[CH:15][C:16]=1[NH2:17])=[O:11]. Product: [CH3:8][O:9][C:10]([C:12]1[S:13][CH:14]=[CH:15][C:16]=1[NH:17][CH:1]=[O:3])=[O:11]. The catalyst class is: 106. (4) Reactant: [NH2:1][C@H:2]1[CH2:7][CH2:6]C[N:4]([C:8]([O:10][C:11]([CH3:14])([CH3:13])[CH3:12])=[O:9])[CH2:3]1.[F:15][C:16]1[CH:23]=[CH:22][C:19]([CH:20]=O)=[C:18]([C:24]([F:27])([F:26])[F:25])[CH:17]=1.[BH4-].[Na+]. Product: [F:15][C:16]1[CH:23]=[CH:22][C:19]([CH2:20][NH:1][C@H:2]2[CH2:7][CH2:6][N:4]([C:8]([O:10][C:11]([CH3:12])([CH3:13])[CH3:14])=[O:9])[CH2:3]2)=[C:18]([C:24]([F:25])([F:26])[F:27])[CH:17]=1. The catalyst class is: 5.